This data is from Catalyst prediction with 721,799 reactions and 888 catalyst types from USPTO. The task is: Predict which catalyst facilitates the given reaction. (1) The catalyst class is: 393. Product: [CH2:32]([N:24]([C:25]1[CH:26]=[CH:27][C:28]([Cl:31])=[CH:29][CH:30]=1)[CH2:23][C@@H:10]1[C@@H:11]([CH2:13][C:14]2[CH:19]=[CH:18][CH:17]=[C:16]([CH:20]([CH3:22])[CH3:21])[CH:15]=2)[CH2:12][NH:8][CH2:9]1)[C:33]1[CH:34]=[CH:35][CH:36]=[CH:37][CH:38]=1. Reactant: C(OC([N:8]1[CH2:12][C@H:11]([CH2:13][C:14]2[CH:19]=[CH:18][CH:17]=[C:16]([CH:20]([CH3:22])[CH3:21])[CH:15]=2)[C@H:10]([CH2:23][N:24]([CH2:32][C:33]2[CH:38]=[CH:37][CH:36]=[CH:35][CH:34]=2)[C:25]2[CH:30]=[CH:29][C:28]([Cl:31])=[CH:27][CH:26]=2)[CH2:9]1)=O)(C)(C)C. (2) Reactant: C(OC([N:8]1[CH2:13][CH2:12][CH:11]([C:14]2[CH:22]=[CH:21][CH:20]=[CH:19][C:15]=2[C:16]([OH:18])=O)[CH2:10][CH2:9]1)=O)(C)(C)C.[NH2:23][CH2:24][CH:25]([OH:28])[CH2:26][OH:27].CN(C(ON1N=NC2C=CC=CC1=2)=[N+](C)C)C.F[P-](F)(F)(F)(F)F.CCN(C(C)C)C(C)C. Product: [OH:28][CH:25]([CH2:26][OH:27])[CH2:24][NH:23][C:16](=[O:18])[C:15]1[CH:19]=[CH:20][CH:21]=[CH:22][C:14]=1[CH:11]1[CH2:10][CH2:9][NH:8][CH2:13][CH2:12]1. The catalyst class is: 3. (3) Reactant: CC(C)([O-])C.[K+].[Cl:7][C:8]1[CH:13]=[CH:12][C:11]([F:14])=[CH:10][C:9]=1[CH2:15][CH:16]=O.[Br:18][C:19]1[CH:24]=[C:23]([NH:25]C(=O)OC(C)(C)C)[C:22]([CH:33]=O)=[CH:21][N:20]=1.Cl. Product: [Br:18][C:19]1[CH:24]=[C:23]2[C:22]([CH:33]=[C:15]([C:9]3[CH:10]=[C:11]([F:14])[CH:12]=[CH:13][C:8]=3[Cl:7])[CH:16]=[N:25]2)=[CH:21][N:20]=1. The catalyst class is: 708. (4) Reactant: [CH3:1][O:2][C:3]1[CH:4]=[CH:5][C:6]2[O:10][C:9]([CH:11](O)[CH2:12][CH:13]([CH3:15])[CH3:14])=[C:8]([CH3:17])[C:7]=2[CH:18]=1.N1C=CC=CC=1.S(Cl)([Cl:27])=O.C(=O)([O-])O.[Na+]. Product: [Cl:27][CH:11]([C:9]1[O:10][C:6]2[CH:5]=[CH:4][C:3]([O:2][CH3:1])=[CH:18][C:7]=2[C:8]=1[CH3:17])[CH2:12][CH:13]([CH3:15])[CH3:14]. The catalyst class is: 11. (5) Reactant: C([O:8][C:9](=[O:25])[C:10]1[C:15]([F:16])=[CH:14][CH:13]=[CH:12][C:11]=1[O:17][CH2:18][C:19]1[CH:24]=[CH:23][CH:22]=[CH:21][CH:20]=1)C1C=CC=CC=1.[OH-].[Na+]. Product: [CH2:18]([O:17][C:11]1[CH:12]=[CH:13][CH:14]=[C:15]([F:16])[C:10]=1[C:9]([OH:25])=[O:8])[C:19]1[CH:20]=[CH:21][CH:22]=[CH:23][CH:24]=1. The catalyst class is: 5.